This data is from Peptide-MHC class II binding affinity with 134,281 pairs from IEDB. The task is: Regression. Given a peptide amino acid sequence and an MHC pseudo amino acid sequence, predict their binding affinity value. This is MHC class II binding data. (1) The peptide sequence is DTRLMRLEDEMKEGR. The MHC is HLA-DPA10103-DPB10201 with pseudo-sequence HLA-DPA10103-DPB10201. The binding affinity (normalized) is 0.0291. (2) The binding affinity (normalized) is 0.251. The peptide sequence is SSMMEAMVSRARIDA. The MHC is DRB4_0101 with pseudo-sequence DRB4_0103. (3) The peptide sequence is AVLMLVAHYAIIGPG. The binding affinity (normalized) is 0.668. The MHC is DRB1_0101 with pseudo-sequence DRB1_0101. (4) The peptide sequence is RIDTPDKLTGPFTVR. The MHC is DRB1_0101 with pseudo-sequence DRB1_0101. The binding affinity (normalized) is 0.466. (5) The peptide sequence is SQDLELSWLLNGLQAY. The MHC is DRB1_0401 with pseudo-sequence DRB1_0401. The binding affinity (normalized) is 0.366. (6) The MHC is H-2-IAb with pseudo-sequence H-2-IAb. The peptide sequence is GLDFSEVSNVQRLMR. The binding affinity (normalized) is 0.0822. (7) The peptide sequence is GELQIVHKIDAAFKI. The MHC is DRB1_0802 with pseudo-sequence DRB1_0802. The binding affinity (normalized) is 0.565. (8) The peptide sequence is VLLATCAEMLSWLDF. The MHC is DRB1_0101 with pseudo-sequence DRB1_0101. The binding affinity (normalized) is 0.748.